From a dataset of Full USPTO retrosynthesis dataset with 1.9M reactions from patents (1976-2016). Predict the reactants needed to synthesize the given product. (1) Given the product [F:29][C:23]1[C:24]([F:28])=[CH:25][CH:26]=[CH:27][C:22]=1[CH2:21][NH:20][C:18](=[O:19])[N:17]([C@@H:10]([CH3:9])[CH2:11][CH2:12][C:13]([O:15][CH3:16])=[O:14])[CH3:30], predict the reactants needed to synthesize it. The reactants are: [Si](O[CH2:9][C@@H:10]([N:17]([CH3:30])[C:18]([NH:20][CH2:21][C:22]1[CH:27]=[CH:26][CH:25]=[C:24]([F:28])[C:23]=1[F:29])=[O:19])[CH2:11][CH2:12][C:13]([O:15][CH3:16])=[O:14])(C(C)(C)C)(C)C.Cl. (2) Given the product [F:36][C:2]([F:35])([F:1])[C:3]([N:5]1[CH:10]2[CH2:11][CH2:12][CH:6]1[CH2:7][C:8](=[C:13]1[C:26]3[CH:25]=[CH:24][CH:23]=[C:22]([C:37]#[N:38])[C:21]=3[O:20][C:19]3[C:14]1=[CH:15][CH:16]=[CH:17][CH:18]=3)[CH2:9]2)=[O:4], predict the reactants needed to synthesize it. The reactants are: [F:1][C:2]([F:36])([F:35])[C:3]([N:5]1[CH:10]2[CH2:11][CH2:12][CH:6]1[CH2:7][C:8](=[C:13]1[C:26]3[CH:25]=[CH:24][CH:23]=[C:22](OS(C(F)(F)F)(=O)=O)[C:21]=3[O:20][C:19]3[C:14]1=[CH:15][CH:16]=[CH:17][CH:18]=3)[CH2:9]2)=[O:4].[C-:37]#[N:38]. (3) The reactants are: [C:1]([O:5][C:6]([N:8]1[CH2:13][CH2:12][CH:11]([N:14]2[CH:18]=[C:17]([C:19]3[CH:20]=[N:21][C:22]([NH2:34])=[C:23](B4OC(C)(C)C(C)(C)O4)[CH:24]=3)[CH:16]=[N:15]2)[CH2:10][CH2:9]1)=[O:7])([CH3:4])([CH3:3])[CH3:2].[CH3:35][C:36]1[C:45]2[C:40](=[CH:41][CH:42]=[CH:43][CH:44]=2)[CH:39]=[C:38](OS(C(F)(F)F)(=O)=O)[N:37]=1.O1CCOCC1.C([O-])([O-])=O.[Cs+].[Cs+].O. Given the product [C:1]([O:5][C:6]([N:8]1[CH2:13][CH2:12][CH:11]([N:14]2[CH:18]=[C:17]([C:19]3[CH:20]=[N:21][C:22]([NH2:34])=[C:23]([C:38]4[N:37]=[C:36]([CH3:35])[C:45]5[C:40]([CH:39]=4)=[CH:41][CH:42]=[CH:43][CH:44]=5)[CH:24]=3)[CH:16]=[N:15]2)[CH2:10][CH2:9]1)=[O:7])([CH3:3])([CH3:4])[CH3:2], predict the reactants needed to synthesize it.